This data is from Catalyst prediction with 721,799 reactions and 888 catalyst types from USPTO. The task is: Predict which catalyst facilitates the given reaction. (1) Reactant: [NH2:1][CH2:2][CH2:3][O:4][C:5]1[CH:6]=[C:7]2[C:12](=[CH:13][CH:14]=1)[CH:11]=[C:10]([CH2:15][CH2:16][NH:17][S:18]([CH3:21])(=[O:20])=[O:19])[CH:9]=[CH:8]2.C(N(CC)CC)C.[C:29](Cl)(=[O:33])[CH2:30][CH2:31][CH3:32]. Product: [CH3:21][S:18]([NH:17][CH2:16][CH2:15][C:10]1[CH:11]=[C:12]2[C:7](=[CH:8][CH:9]=1)[CH:6]=[C:5]([O:4][CH2:3][CH2:2][NH:1][C:29](=[O:33])[CH2:30][CH2:31][CH3:32])[CH:14]=[CH:13]2)(=[O:20])=[O:19]. The catalyst class is: 2. (2) Reactant: CC(OI1(OC(C)=O)(OC(C)=O)OC(=O)C2C=CC=CC1=2)=O.[C:23]([O:27][C:28]([N:30]1[CH2:35][CH:34]2[CH:32]([CH2:33]2)[CH:31]1[CH2:36][OH:37])=[O:29])([CH3:26])([CH3:25])[CH3:24].C([O-])(O)=O.[Na+].[O-]S([O-])(=S)=O.[Na+].[Na+]. Product: [C:23]([O:27][C:28]([N:30]1[CH2:35][CH:34]2[CH:32]([CH2:33]2)[CH:31]1[CH:36]=[O:37])=[O:29])([CH3:26])([CH3:25])[CH3:24]. The catalyst class is: 158. (3) Reactant: [CH3:1][C:2]1[N:6]([CH2:7][C:8]([N:10]2[CH2:15][CH2:14][CH:13]([C:16]3[S:17][CH:18]=[C:19]([C:21](O)=[O:22])[N:20]=3)[CH2:12][CH2:11]2)=[O:9])[N:5]=[C:4]([C:24]([F:27])([F:26])[F:25])[CH:3]=1.C(Cl)(=O)C([Cl:31])=O. Product: [CH3:1][C:2]1[N:6]([CH2:7][C:8]([N:10]2[CH2:15][CH2:14][CH:13]([C:16]3[S:17][CH:18]=[C:19]([C:21]([Cl:31])=[O:22])[N:20]=3)[CH2:12][CH2:11]2)=[O:9])[N:5]=[C:4]([C:24]([F:27])([F:26])[F:25])[CH:3]=1. The catalyst class is: 120. (4) Reactant: Br[C:2]1[C:10]2[C:9]([NH:11][C@H:12]([C:14]3[N:19]([C:20]4[CH:25]=[CH:24][CH:23]=[CH:22][CH:21]=4)[C:18](=[O:26])[C:17]4=[C:27]([CH3:30])[CH:28]=[CH:29][N:16]4[N:15]=3)[CH3:13])=[N:8][CH:7]=[N:6][C:5]=2[N:4]([CH2:31][O:32][CH2:33][CH2:34][Si:35]([CH3:38])([CH3:37])[CH3:36])[CH:3]=1.[F:39][C:40]1[CH:41]=[C:42]([CH:53]=[C:54]([O:56][CH3:57])[CH:55]=1)[CH2:43]B1OC(C)(C)C(C)(C)O1.C(=O)([O-])[O-].[Na+].[Na+]. Product: [F:39][C:40]1[CH:41]=[C:42]([CH:53]=[C:54]([O:56][CH3:57])[CH:55]=1)[CH2:43][C:2]1[C:10]2[C:9]([NH:11][C@H:12]([C:14]3[N:19]([C:20]4[CH:25]=[CH:24][CH:23]=[CH:22][CH:21]=4)[C:18](=[O:26])[C:17]4=[C:27]([CH3:30])[CH:28]=[CH:29][N:16]4[N:15]=3)[CH3:13])=[N:8][CH:7]=[N:6][C:5]=2[N:4]([CH2:31][O:32][CH2:33][CH2:34][Si:35]([CH3:38])([CH3:37])[CH3:36])[CH:3]=1. The catalyst class is: 149. (5) Reactant: [OH:1][C:2]1[CH:3]=[C:4]2[C:9](=[CH:10][CH:11]=1)[CH:8]=[C:7]([S:12]([O-:15])(=[O:14])=[O:13])[CH:6]=[CH:5]2.[Na+:16].[OH-].[Na+].S(OC)(O[CH3:23])(=O)=O.[Na+].[Cl-]. Product: [CH3:23][O:1][C:2]1[CH:3]=[C:4]2[C:9](=[CH:10][CH:11]=1)[CH:8]=[C:7]([S:12]([O-:15])(=[O:13])=[O:14])[CH:6]=[CH:5]2.[Na+:16]. The catalyst class is: 6. (6) Reactant: Cl[C:2](Cl)(Cl)[CH:3]([OH:5])O.S([O-])([O-])(=O)=O.[Na+].[Na+].C([C:17]1[CH:18]=[C:19]([CH:21]=[CH:22][CH:23]=1)[NH2:20])C.Cl.Cl.[NH2:26][OH:27]. Product: [CH:23]1[CH:22]=[CH:21][C:19]([NH:20][C:3](/[CH:2]=[N:26]/[OH:27])=[O:5])=[CH:18][CH:17]=1. The catalyst class is: 6. (7) Reactant: [CH3:1][C:2]1[C:7]([CH2:8]O)=[C:6]([CH3:10])[CH:5]=[CH:4][N:3]=1.C1(P([N:25]=[N+:26]=[N-:27])(C2C=CC=CC=2)=O)C=CC=CC=1.C1CCN2C(=NCCC2)CC1.C([O-])(O)=O.[Na+]. Product: [N:25]([CH2:8][C:7]1[C:2]([CH3:1])=[N:3][CH:4]=[CH:5][C:6]=1[CH3:10])=[N+:26]=[N-:27]. The catalyst class is: 3. (8) Reactant: [CH2:1]([O:8][C:9]1[CH:10]=[CH:11][C:12]([CH3:15])=[N:13][CH:14]=1)[C:2]1[CH:7]=[CH:6][CH:5]=[CH:4][CH:3]=1.ClC1C=C(C=CC=1)C(OO)=[O:21].S([O-])([O-])(=O)=S.[Na+].[Na+]. Product: [CH2:1]([O:8][C:9]1[CH:10]=[CH:11][C:12]([CH3:15])=[N+:13]([O-:21])[CH:14]=1)[C:2]1[CH:3]=[CH:4][CH:5]=[CH:6][CH:7]=1. The catalyst class is: 146. (9) Reactant: [Si]([O:8][CH2:9][C:10]1[C:11]([F:23])=[C:12]([N:16]2[CH2:21][CH2:20][CH:19]([OH:22])[CH2:18][CH2:17]2)[CH:13]=[CH:14][CH:15]=1)(C(C)(C)C)(C)C.[N:24]1[CH:29]=[CH:28][C:27](O)=[CH:26][CH:25]=1.C1(P(C2C=CC=CC=2)C2C=CC=CC=2)C=CC=CC=1.CC(OC(/N=N/C(OC(C)C)=O)=O)C.C1(C)C=CC=CC=1.CCCC[N+](CCCC)(CCCC)CCCC.[F-].C1COCC1. Product: [F:23][C:11]1[C:12]([N:16]2[CH2:17][CH2:18][CH:19]([O:22][C:27]3[CH:28]=[CH:29][N:24]=[CH:25][CH:26]=3)[CH2:20][CH2:21]2)=[CH:13][CH:14]=[CH:15][C:10]=1[CH2:9][OH:8]. The catalyst class is: 1. (10) Reactant: [N+](C1C=C(C=CC=1)O[N:8]1[C:20]2[C:19]3[CH:18]=[CH:17][CH:16]=[CH:15][C:14]=3[N:13]=[C:12]([NH2:21])[C:11]=2[N:10]=[C:9]1[CH2:22][CH2:23][CH3:24])([O-])=O.[H][H].[CH2:30]([OH:32])[CH3:31]. Product: [CH2:11]([NH:10][C:9]1[CH:31]=[C:30]([CH:24]=[CH:23][CH:22]=1)[O:32][C:16]1[CH:17]=[CH:18][C:19]2[C:20]3[N:8]([CH2:20][CH:19]([CH3:14])[CH3:18])[C:9]([CH2:22][CH2:23][CH3:24])=[N:10][C:11]=3[C:12]([NH2:21])=[N:13][C:14]=2[CH:15]=1)[CH3:12]. The catalyst class is: 553.